From a dataset of NCI-60 drug combinations with 297,098 pairs across 59 cell lines. Regression. Given two drug SMILES strings and cell line genomic features, predict the synergy score measuring deviation from expected non-interaction effect. (1) Drug 1: CC1C(C(=O)NC(C(=O)N2CCCC2C(=O)N(CC(=O)N(C(C(=O)O1)C(C)C)C)C)C(C)C)NC(=O)C3=C4C(=C(C=C3)C)OC5=C(C(=O)C(=C(C5=N4)C(=O)NC6C(OC(=O)C(N(C(=O)CN(C(=O)C7CCCN7C(=O)C(NC6=O)C(C)C)C)C)C(C)C)C)N)C. Drug 2: CCC1(CC2CC(C3=C(CCN(C2)C1)C4=CC=CC=C4N3)(C5=C(C=C6C(=C5)C78CCN9C7C(C=CC9)(C(C(C8N6C)(C(=O)OC)O)OC(=O)C)CC)OC)C(=O)OC)O.OS(=O)(=O)O. Cell line: SK-MEL-28. Synergy scores: CSS=-1.04, Synergy_ZIP=0.957, Synergy_Bliss=0.998, Synergy_Loewe=-1.10, Synergy_HSA=-1.39. (2) Drug 1: C1CCC(C1)C(CC#N)N2C=C(C=N2)C3=C4C=CNC4=NC=N3. Drug 2: CCCCCOC(=O)NC1=NC(=O)N(C=C1F)C2C(C(C(O2)C)O)O. Cell line: T-47D. Synergy scores: CSS=-5.27, Synergy_ZIP=3.40, Synergy_Bliss=3.91, Synergy_Loewe=-1.49, Synergy_HSA=-1.36. (3) Drug 1: C1CCN(CC1)CCOC2=CC=C(C=C2)C(=O)C3=C(SC4=C3C=CC(=C4)O)C5=CC=C(C=C5)O. Drug 2: CC1=C(C(=O)C2=C(C1=O)N3CC4C(C3(C2COC(=O)N)OC)N4)N. Cell line: CCRF-CEM. Synergy scores: CSS=24.3, Synergy_ZIP=2.91, Synergy_Bliss=1.14, Synergy_Loewe=-40.3, Synergy_HSA=-2.00. (4) Drug 1: CC1CCC2CC(C(=CC=CC=CC(CC(C(=O)C(C(C(=CC(C(=O)CC(OC(=O)C3CCCCN3C(=O)C(=O)C1(O2)O)C(C)CC4CCC(C(C4)OC)OCCO)C)C)O)OC)C)C)C)OC. Drug 2: CNC(=O)C1=NC=CC(=C1)OC2=CC=C(C=C2)NC(=O)NC3=CC(=C(C=C3)Cl)C(F)(F)F. Cell line: CAKI-1. Synergy scores: CSS=7.86, Synergy_ZIP=-11.5, Synergy_Bliss=-12.8, Synergy_Loewe=-36.5, Synergy_HSA=-13.4. (5) Drug 1: C1CC(=O)NC(=O)C1N2C(=O)C3=CC=CC=C3C2=O. Drug 2: CN(C(=O)NC(C=O)C(C(C(CO)O)O)O)N=O. Cell line: K-562. Synergy scores: CSS=-26.6, Synergy_ZIP=2.39, Synergy_Bliss=-27.0, Synergy_Loewe=-45.5, Synergy_HSA=-50.8. (6) Drug 1: C1=C(C(=O)NC(=O)N1)F. Drug 2: C1CCC(C(C1)N)N.C(=O)(C(=O)[O-])[O-].[Pt+4]. Cell line: MCF7. Synergy scores: CSS=32.9, Synergy_ZIP=-5.29, Synergy_Bliss=-4.97, Synergy_Loewe=0.758, Synergy_HSA=2.28. (7) Drug 1: CC1=C2C(C(=O)C3(C(CC4C(C3C(C(C2(C)C)(CC1OC(=O)C(C(C5=CC=CC=C5)NC(=O)OC(C)(C)C)O)O)OC(=O)C6=CC=CC=C6)(CO4)OC(=O)C)OC)C)OC. Drug 2: CS(=O)(=O)OCCCCOS(=O)(=O)C. Cell line: SK-OV-3. Synergy scores: CSS=27.1, Synergy_ZIP=0.502, Synergy_Bliss=-2.07, Synergy_Loewe=-16.6, Synergy_HSA=-2.14. (8) Drug 1: CS(=O)(=O)C1=CC(=C(C=C1)C(=O)NC2=CC(=C(C=C2)Cl)C3=CC=CC=N3)Cl. Drug 2: C1=NC(=NC(=O)N1C2C(C(C(O2)CO)O)O)N. Cell line: SK-MEL-2. Synergy scores: CSS=9.68, Synergy_ZIP=1.50, Synergy_Bliss=5.47, Synergy_Loewe=-16.1, Synergy_HSA=0.799.